From a dataset of Full USPTO retrosynthesis dataset with 1.9M reactions from patents (1976-2016). Predict the reactants needed to synthesize the given product. (1) Given the product [CH3:15][O:14][C:10]1[CH:11]=[CH:12][CH:13]=[C:3]2[C:4]=1[C:5](=[O:7])[N:24]([CH2:23][C:22]1[CH:25]=[CH:26][C:19]([C:18]#[N:17])=[CH:20][CH:21]=1)[CH2:2]2, predict the reactants needed to synthesize it. The reactants are: Br[CH2:2][C:3]1[CH:13]=[CH:12][CH:11]=[C:10]([O:14][CH3:15])[C:4]=1[C:5]([O:7]CC)=O.Cl.[NH2:17][CH2:18][C:19]1[CH:26]=[CH:25][C:22]([C:23]#[N:24])=[CH:21][CH:20]=1.C(N(CC)CC)C. (2) Given the product [CH3:30][O:31][C:32]1[CH:33]=[C:34]([NH:35][C:18]([CH:19]2[C:20]3[C:21](=[CH:25][CH:26]=[CH:27][CH:28]=3)[C:22](=[O:24])[N:17]([CH2:16][CH2:15][CH2:14][N:11]3[CH2:12][CH2:13][O:8][CH2:9][CH2:10]3)[CH:6]2[C:2]2[S:1][CH:5]=[CH:4][CH:3]=2)=[O:29])[CH:36]=[CH:37][CH:38]=1, predict the reactants needed to synthesize it. The reactants are: [S:1]1[CH:5]=[CH:4][CH:3]=[C:2]1[CH:6]=O.[O:8]1[CH2:13][CH2:12][N:11]([CH2:14][CH2:15][CH2:16][NH2:17])[CH2:10][CH2:9]1.[C:18]1(=[O:29])[O:24][C:22](=O)[C:21]2=[CH:25][CH:26]=[CH:27][CH:28]=[C:20]2[CH2:19]1.[CH3:30][O:31][C:32]1[CH:33]=[C:34]([CH:36]=[CH:37][CH:38]=1)[NH2:35]. (3) Given the product [I:16][CH:10]([N+:12]([O-:14])=[O:13])[CH2:9][CH2:8][CH:7]([CH3:6])[CH3:3], predict the reactants needed to synthesize it. The reactants are: Cl[Si](C)(C)[CH3:3].[CH3:6][CH:7](O)[CH2:8][CH2:9][CH:10]([N+:12]([O-:14])=[O:13])C.[I-:16].[Na+].